From a dataset of HIV replication inhibition screening data with 41,000+ compounds from the AIDS Antiviral Screen. Binary Classification. Given a drug SMILES string, predict its activity (active/inactive) in a high-throughput screening assay against a specified biological target. The result is 0 (inactive). The molecule is CC1(C)OC(=O)c2cc(C(=CC=O)c3cc(Cl)c4c(c3)C(=O)OC(C)(C)O4)cc(Cl)c2O1.